From a dataset of Full USPTO retrosynthesis dataset with 1.9M reactions from patents (1976-2016). Predict the reactants needed to synthesize the given product. (1) Given the product [CH3:8][C:1]1[CH:2]=[C:3]([S:9][C:10]#[N:11])[CH:4]=[CH:5][C:6]=1[OH:7], predict the reactants needed to synthesize it. The reactants are: [C:1]1([CH3:8])[C:6]([OH:7])=[CH:5][CH:4]=[CH:3][CH:2]=1.[S-:9][C:10]#[N:11].[Na+].[Br-].[Na+].BrBr.C(=O)(O)[O-].[Na+]. (2) Given the product [CH2:8]([N:10]([CH2:36][CH3:37])[C:11]([C:13]1[CH:14]=[CH:15][C:16]2[N:17]([CH:27]3[CH2:33][CH:32]4[NH:34][CH:29]([CH2:30][CH2:31]4)[CH2:28]3)[C:18]3[C:23]([O:24][C:25]=2[CH:26]=1)=[C:22]([O:2][CH3:1])[CH:21]=[CH:20][CH:19]=3)=[O:12])[CH3:9], predict the reactants needed to synthesize it. The reactants are: [C:1](O)(C(F)(F)F)=[O:2].[CH2:8]([N:10]([CH2:36][CH3:37])[C:11]([C:13]1[CH:14]=[CH:15][C:16]2[N:17]([CH:27]3[CH2:33][CH:32]4[N:34](C)[CH:29]([CH2:30][CH2:31]4)[CH2:28]3)[C:18]3[C:23]([O:24][C:25]=2[CH:26]=1)=[CH:22][CH:21]=[CH:20][CH:19]=3)=[O:12])[CH3:9].ClC(OC(Cl)C)=O. (3) Given the product [B:13]([C:10]1[CH:11]=[CH:12][C:7]([CH2:6][CH:2]([NH:1][C:33](=[O:34])[C:32]2[C:36]([CH3:41])=[CH:37][C:38]([CH3:40])=[CH:39][C:31]=2[CH3:30])[C:3]([OH:5])=[O:4])=[CH:8][CH:9]=1)([OH:15])[OH:14], predict the reactants needed to synthesize it. The reactants are: [NH2:1][CH:2]([CH2:6][C:7]1[CH:12]=[CH:11][C:10]([B:13]([OH:15])[OH:14])=[CH:9][CH:8]=1)[C:3]([OH:5])=[O:4].CCN(C(C)C)C(C)C.C[Si](Cl)(C)C.[CH3:30][C:31]1[CH:39]=[C:38]([CH3:40])[CH:37]=[C:36]([CH3:41])[C:32]=1[C:33](Cl)=[O:34]. (4) Given the product [NH2:1][C:2]1[CH:9]=[CH:8][CH:7]=[CH:6][C:3]=1[CH2:4][NH:5][C:39]([C:35]1[CH:34]=[C:33]2[C:38](=[CH:37][CH:36]=1)[N:30]([CH2:29][C:26]1[CH:25]=[CH:24][C:23]([C:18]3[C:17]([C:15]([OH:16])=[O:14])=[CH:22][CH:21]=[CH:20][CH:19]=3)=[CH:28][CH:27]=1)[C:31]([CH3:43])=[C:32]2[CH3:42])=[O:40], predict the reactants needed to synthesize it. The reactants are: [NH2:1][C:2]1[CH:9]=[CH:8][CH:7]=[CH:6][C:3]=1[CH2:4][NH2:5].C([O:14][C:15]([C:17]1[CH:22]=[CH:21][CH:20]=[CH:19][C:18]=1[C:23]1[CH:28]=[CH:27][C:26]([CH2:29][N:30]2[C:38]3[C:33](=[CH:34][C:35]([C:39](O)=[O:40])=[CH:36][CH:37]=3)[C:32]([CH3:42])=[C:31]2[CH3:43])=[CH:25][CH:24]=1)=[O:16])(C)(C)C.